From a dataset of Full USPTO retrosynthesis dataset with 1.9M reactions from patents (1976-2016). Predict the reactants needed to synthesize the given product. (1) Given the product [Br:1][C:2]1[CH:3]=[C:4]2[C:9](=[CH:10][C:11]=1[Cl:12])[N:8]1[C:14]([CH3:15])=[N:17][N:18]=[C:7]1[CH2:6][CH2:5]2, predict the reactants needed to synthesize it. The reactants are: [Br:1][C:2]1[CH:3]=[C:4]2[C:9](=[CH:10][C:11]=1[Cl:12])[NH:8][C:7](=S)[CH2:6][CH2:5]2.[C:14]([NH:17][NH2:18])(=O)[CH3:15]. (2) The reactants are: [N+](C1C=CC([N:10]([CH2:16][CH2:17][NH:18][C:19](=[O:41])[CH2:20][CH2:21]/[CH:22]=[CH:23]\[CH2:24]/[CH:25]=[CH:26]\[CH2:27]/[CH:28]=[CH:29]\[CH2:30]/[CH:31]=[CH:32]\[CH2:33]/[CH:34]=[CH:35]\[CH2:36]/[CH:37]=[CH:38]\[CH2:39][CH3:40])[P:11](=[O:15])([O-:14])[O:12][CH3:13])=CC=1)([O-])=O.C([Mg]Cl)(C)(C)C.[CH3:48][C:49]1[C:55](=[O:56])[NH:54][C:52](=[O:53])[N:51]([C@@H:57]2[O:61][C@H:60]([CH2:62]O)[C@@H:59]([N:64]=[N+:65]=[N-:66])[CH2:58]2)[CH:50]=1. Given the product [C:19]([NH:18][CH2:17][CH2:16][NH:10][P:11](=[O:15])([O:12][CH3:13])[O:14][CH2:62][C@@H:60]1[C@@H:59]([N:64]=[N+:65]=[N-:66])[CH2:58][C@@H:57]([N:51]2[CH:50]=[C:49]([CH3:48])[C:55](=[O:56])[NH:54][C:52]2=[O:53])[O:61]1)(=[O:41])[CH2:20][CH2:21]/[CH:22]=[CH:23]\[CH2:24]/[CH:25]=[CH:26]\[CH2:27]/[CH:28]=[CH:29]\[CH2:30]/[CH:31]=[CH:32]\[CH2:33]/[CH:34]=[CH:35]\[CH2:36]/[CH:37]=[CH:38]\[CH2:39][CH3:40], predict the reactants needed to synthesize it. (3) Given the product [Cl:27][C:23]1[CH:22]=[C:21]([C:11]2[C:10]3[C:15](=[CH:16][CH:17]=[C:8]([C:7]([C:34]4[CH:35]=[CH:36][C:37]([I:40])=[CH:38][CH:39]=4)([C:28]4[N:32]([CH3:33])[CH:31]=[N:30][N:29]=4)[NH2:1])[CH:9]=3)[N:14]3[N:18]=[N:19][N:20]=[C:13]3[N:12]=2)[CH:26]=[CH:25][CH:24]=1, predict the reactants needed to synthesize it. The reactants are: [NH3:1].CC(O)C.Cl[C:7]([C:34]1[CH:39]=[CH:38][C:37]([I:40])=[CH:36][CH:35]=1)([C:28]1[N:32]([CH3:33])[CH:31]=[N:30][N:29]=1)[C:8]1[CH:9]=[C:10]2[C:15](=[CH:16][CH:17]=1)[N:14]1[N:18]=[N:19][N:20]=[C:13]1[N:12]=[C:11]2[C:21]1[CH:26]=[CH:25][CH:24]=[C:23]([Cl:27])[CH:22]=1.